This data is from Forward reaction prediction with 1.9M reactions from USPTO patents (1976-2016). The task is: Predict the product of the given reaction. Given the reactants [CH:1]1([CH2:4][C:5]2([C:11]([O:13][CH2:14][CH3:15])=[O:12])SCCCS2)[CH2:3][CH2:2]1.BrN1C(=[O:22])CCC1=O, predict the reaction product. The product is: [CH:1]1([CH2:4][C:5](=[O:22])[C:11]([O:13][CH2:14][CH3:15])=[O:12])[CH2:3][CH2:2]1.